This data is from Reaction yield outcomes from USPTO patents with 853,638 reactions. The task is: Predict the reaction yield, written as a fraction of the theoretical maximum amount of product (1.0 means a 100% yield; for example, 0.34 means a 34% yield). (1) The reactants are [Cl:1][C:2]1[C:3]([Si](C)(C)C)=[CH:4][C:5]2[N:6]([C:8]([C:11]3[CH:16]=[CH:15][CH:14]=[CH:13][C:12]=3[F:17])=[N:9][N:10]=2)[N:7]=1.[C:22]1(=[O:26])[CH2:25][CH2:24][CH2:23]1. The catalyst is C1COCC1.CCCC[N+](CCCC)(CCCC)CCCC.C1C=CC([Sn-](F)(F)(C2C=CC=CC=2)C2C=CC=CC=2)=CC=1. The product is [Cl:1][C:2]1[C:3]([C:22]2([OH:26])[CH2:25][CH2:24][CH2:23]2)=[CH:4][C:5]2[N:6]([C:8]([C:11]3[CH:16]=[CH:15][CH:14]=[CH:13][C:12]=3[F:17])=[N:9][N:10]=2)[N:7]=1. The yield is 0.260. (2) The reactants are [C:9](O[C:9]([O:11][C:12]([CH3:15])([CH3:14])[CH3:13])=[O:10])([O:11][C:12]([CH3:15])([CH3:14])[CH3:13])=[O:10].[NH2:16][C:17]1[CH:22]=[C:21]([CH3:23])[CH:20]=[C:19]([CH3:24])[C:18]=1[OH:25]. The catalyst is C1COCC1. The product is [C:12]([O:11][C:9](=[O:10])[NH:16][C:17]1[CH:22]=[C:21]([CH3:23])[CH:20]=[C:19]([CH3:24])[C:18]=1[OH:25])([CH3:13])([CH3:14])[CH3:15]. The yield is 0.970. (3) The reactants are [CH3:1][NH:2][C:3]1[CH:8]=[CH:7][N:6]=[C:5]([NH2:9])[CH:4]=1.Br[CH2:11][C:12]([C:14]1[CH:15]=[C:16]([CH:21]=[CH:22][CH:23]=1)[C:17]([O:19][CH3:20])=[O:18])=O. No catalyst specified. The product is [CH3:1][NH:2][C:3]1[CH:8]=[CH:7][N:6]2[CH:11]=[C:12]([C:14]3[CH:15]=[C:16]([CH:21]=[CH:22][CH:23]=3)[C:17]([O:19][CH3:20])=[O:18])[N:9]=[C:5]2[CH:4]=1. The yield is 0.440. (4) The reactants are [CH2:1]([O:8][C:9]1[CH:10]=[C:11]([S:15](Cl)(=[O:17])=[O:16])[CH:12]=[CH:13][CH:14]=1)[C:2]1[CH:7]=[CH:6][CH:5]=[CH:4][CH:3]=1.[CH2:19]([C@H:26]([NH:38][C:39](=[O:49])[O:40][C@@H:41]1[C@H:48]2[C@H:44]([O:45][CH2:46][CH2:47]2)[O:43][CH2:42]1)[C@H:27]([OH:37])[CH2:28][NH:29][O:30][CH:31]1[CH2:36][CH2:35][CH2:34][CH2:33][CH2:32]1)[C:20]1[CH:25]=[CH:24][CH:23]=[CH:22][CH:21]=1.C(N(C(C)C)CC)(C)C. The catalyst is O1CCCC1.CN(C1C=CC=CN=1)C. The product is [CH2:19]([C@H:26]([NH:38][C:39](=[O:49])[O:40][C@@H:41]1[C@H:48]2[C@H:44]([O:45][CH2:46][CH2:47]2)[O:43][CH2:42]1)[C@H:27]([OH:37])[CH2:28][N:29]([S:15]([C:11]1[CH:12]=[CH:13][CH:14]=[C:9]([O:8][CH2:1][C:2]2[CH:7]=[CH:6][CH:5]=[CH:4][CH:3]=2)[CH:10]=1)(=[O:17])=[O:16])[O:30][CH:31]1[CH2:32][CH2:33][CH2:34][CH2:35][CH2:36]1)[C:20]1[CH:21]=[CH:22][CH:23]=[CH:24][CH:25]=1. The yield is 0.890. (5) The yield is 0.510. The product is [C@:1]12([CH3:30])[C:7]([CH3:8])([CH3:9])[CH:4]([CH2:5][CH2:6]1)[CH2:3][CH:2]2[C:10]([O:12][C@@H:13]([C:18]1[CH:23]=[C:22]([O:24][CH3:25])[C:21]([I:26])=[CH:20][C:19]=1[N+:27]([O-:29])=[O:28])[C:14]([CH3:15])([CH3:16])[CH3:17])=[O:11]. The reactants are [C@:1]12([CH3:30])[C:7]([CH3:9])([CH3:8])[CH:4]([CH2:5][CH2:6]1)[CH2:3][CH:2]2[C:10]([O:12][CH:13]([C:18]1[CH:23]=[C:22]([O:24][CH3:25])[C:21]([I:26])=[CH:20][C:19]=1[N+:27]([O-:29])=[O:28])[C:14]([CH3:17])([CH3:16])[CH3:15])=[O:11]. The catalyst is C(O)C. (6) The reactants are Cl[C:2]1[N:7]=[C:6]([C:8]2[N:12]3[CH:13]=[CH:14][CH:15]=[CH:16][C:11]3=[N:10][C:9]=2[C:17]2[CH:18]=[CH:19][C:20]([O:34][CH2:35][CH3:36])=[C:21]([CH:33]=2)[C:22]([NH:24][C:25]2[C:30]([F:31])=[CH:29][CH:28]=[CH:27][C:26]=2[F:32])=[O:23])[CH:5]=[CH:4][N:3]=1.[Cl:37][C:38]1[C:39]([N:47]2[CH2:52][CH2:51][N:50]([CH2:53][CH2:54][S:55]([CH3:58])(=[O:57])=[O:56])[CH2:49][CH2:48]2)=[CH:40][C:41]([O:45][CH3:46])=[C:42]([CH:44]=1)[NH2:43].C1(C)C=CC(S([O-])(=O)=O)=CC=1.[NH+]1C=CC=CC=1.N. The catalyst is CC(O)C.CO. The product is [Cl:37][C:38]1[C:39]([N:47]2[CH2:52][CH2:51][N:50]([CH2:53][CH2:54][S:55]([CH3:58])(=[O:57])=[O:56])[CH2:49][CH2:48]2)=[CH:40][C:41]([O:45][CH3:46])=[C:42]([NH:43][C:2]2[N:7]=[C:6]([C:8]3[N:12]4[CH:13]=[CH:14][CH:15]=[CH:16][C:11]4=[N:10][C:9]=3[C:17]3[CH:18]=[CH:19][C:20]([O:34][CH2:35][CH3:36])=[C:21]([CH:33]=3)[C:22]([NH:24][C:25]3[C:30]([F:31])=[CH:29][CH:28]=[CH:27][C:26]=3[F:32])=[O:23])[CH:5]=[CH:4][N:3]=2)[CH:44]=1. The yield is 0.370.